Dataset: Catalyst prediction with 721,799 reactions and 888 catalyst types from USPTO. Task: Predict which catalyst facilitates the given reaction. (1) Reactant: [F:1][C:2]([F:18])([F:17])[C:3]1[O:7][N:6]=[C:5]([C:8]2[S:12][C:11]([C:13](Cl)=[O:14])=[CH:10][CH:9]=2)[C:4]=1[CH3:16].Cl.[NH:20]1[CH2:25][CH2:24][CH2:23][C@H:22]([CH2:26][OH:27])[CH2:21]1.C(N(CC)CC)C.C(Cl)(=O)C. Product: [OH:27][CH2:26][C@H:22]1[CH2:23][CH2:24][CH2:25][N:20]([C:13]([C:11]2[S:12][C:8]([C:5]3[C:4]([CH3:16])=[C:3]([C:2]([F:18])([F:17])[F:1])[O:7][N:6]=3)=[CH:9][CH:10]=2)=[O:14])[CH2:21]1. The catalyst class is: 1. (2) Reactant: [F:1][C:2]([F:20])([F:19])[C:3]1[CH:8]=[CH:7][C:6]([C@@H:9]2[C:18]3[C:13](=[CH:14][CH:15]=[CH:16][CH:17]=3)[CH2:12][CH2:11][NH:10]2)=[CH:5][CH:4]=1.CCN(C(C)C)C(C)C.[C:30](OC(=O)C)(=[O:32])[CH3:31].O. Product: [F:20][C:2]([F:1])([F:19])[C:3]1[CH:4]=[CH:5][C:6]([C@@H:9]2[C:18]3[C:13](=[CH:14][CH:15]=[CH:16][CH:17]=3)[CH2:12][CH2:11][N:10]2[C:30](=[O:32])[CH3:31])=[CH:7][CH:8]=1. The catalyst class is: 2. (3) Reactant: Cl[C:2]1[C:7]([Cl:8])=[CH:6][N:5]=[CH:4][N:3]=1.[C:9](=O)([O-])O.[Na+].O.[F:15][C:16]1[CH:21]=[C:20]([F:22])[C:19]([N+:23]([O-:25])=[O:24])=[CH:18][C:17]=1B(O)O. Product: [Cl:8][C:7]1[C:2]([C:17]2[CH:18]=[C:19]([N+:23]([O-:25])=[O:24])[C:20]([F:22])=[CH:21][C:16]=2[F:15])=[N:3][CH:4]=[N:5][C:6]=1[CH3:9]. The catalyst class is: 104. (4) Reactant: [NH2:1][C:2]1[C:7]([NH:8][C:9]2[CH:14]=[CH:13][C:12]([I:15])=[CH:11][C:10]=2[F:16])=[C:6]([CH3:17])[C:5](=[O:18])[N:4]2[CH2:19][CH2:20][O:21][C:3]=12.[CH2:22]([O:29][CH2:30][CH:31]([CH:41]1[CH2:44][CH:43]([S:45](Cl)(=[O:47])=[O:46])[CH2:42]1)[CH2:32][O:33][CH2:34][C:35]1[CH:40]=[CH:39][CH:38]=[CH:37][CH:36]=1)[C:23]1[CH:28]=[CH:27][CH:26]=[CH:25][CH:24]=1. Product: [CH2:34]([O:33][CH2:32][CH:31]([CH:41]1[CH2:42][CH:43]([S:45]([NH:1][C:2]2[C:7]([NH:8][C:9]3[CH:14]=[CH:13][C:12]([I:15])=[CH:11][C:10]=3[F:16])=[C:6]([CH3:17])[C:5](=[O:18])[N:4]3[CH2:19][CH2:20][O:21][C:3]=23)(=[O:47])=[O:46])[CH2:44]1)[CH2:30][O:29][CH2:22][C:23]1[CH:24]=[CH:25][CH:26]=[CH:27][CH:28]=1)[C:35]1[CH:36]=[CH:37][CH:38]=[CH:39][CH:40]=1. The catalyst class is: 17. (5) Reactant: [O:1]=[C:2]1[C:10]2[C:5](=[CH:6][CH:7]=[CH:8][CH:9]=2)[C:4](=[O:11])[N:3]1[CH2:12][CH2:13][S:14](Cl)(=[O:16])=[O:15].[CH3:18][NH2:19]. Product: [O:1]=[C:2]1[C:10]2[C:5](=[CH:6][CH:7]=[CH:8][CH:9]=2)[C:4](=[O:11])[N:3]1[CH2:12][CH2:13][S:14]([NH:19][CH3:18])(=[O:16])=[O:15]. The catalyst class is: 1. (6) Reactant: [Cl:1][C:2]1[CH:24]=[CH:23][C:5]([CH2:6][NH:7][C:8]([C:10]2[C:11](=[O:22])[C:12]3[S:19][C:18]([CH2:20]Cl)=[CH:17][C:13]=3[N:14]([CH3:16])[CH:15]=2)=[O:9])=[CH:4][CH:3]=1.[O:25]1[C:29]2[CH:30]=[CH:31][C:32]([CH:34]([OH:38])[CH2:35][NH:36][CH3:37])=[CH:33][C:28]=2[O:27][CH2:26]1.C(N(C(C)C)CC)(C)C. Product: [O:25]1[C:29]2[CH:30]=[CH:31][C:32]([CH:34]([OH:38])[CH2:35][N:36]([CH2:20][C:18]3[S:19][C:12]4[C:11](=[O:22])[C:10]([C:8]([NH:7][CH2:6][C:5]5[CH:23]=[CH:24][C:2]([Cl:1])=[CH:3][CH:4]=5)=[O:9])=[CH:15][N:14]([CH3:16])[C:13]=4[CH:17]=3)[CH3:37])=[CH:33][C:28]=2[O:27][CH2:26]1. The catalyst class is: 18. (7) Reactant: [C@@H:1]12[CH2:7][C@@H:4]([CH2:5][CH2:6]1)[C@H:3]([C:8]([O:10][CH2:11][CH3:12])=[O:9])[NH:2]2.C(N(CC)CC)C.[CH3:20][O:21][C:22]1[CH:27]=[CH:26][C:25]([S:28](Cl)(=[O:30])=[O:29])=[CH:24][CH:23]=1. Product: [CH3:20][O:21][C:22]1[CH:23]=[CH:24][C:25]([S:28]([N:2]2[C@@H:3]([C:8]([O:10][CH2:11][CH3:12])=[O:9])[C@H:4]3[CH2:7][C@@H:1]2[CH2:6][CH2:5]3)(=[O:30])=[O:29])=[CH:26][CH:27]=1. The catalyst class is: 22. (8) Product: [CH3:14][C:12]1([CH3:15])[CH2:11][O:10][C:9]([C:3]2[CH:4]=[CH:5][C:6]([F:8])=[CH:7][C:2]=2[C:19](=[O:31])[CH2:20][CH2:21][N:22]([CH3:30])[C:23](=[O:29])[O:24][C:25]([CH3:26])([CH3:27])[CH3:28])=[N:13]1. Reactant: Br[C:2]1[CH:7]=[C:6]([F:8])[CH:5]=[CH:4][C:3]=1[C:9]1[O:10][CH2:11][C:12]([CH3:15])([CH3:14])[N:13]=1.CON(C)[C:19](=[O:31])[CH2:20][CH2:21][N:22]([CH3:30])[C:23](=[O:29])[O:24][C:25]([CH3:28])([CH3:27])[CH3:26].Cl. The catalyst class is: 773.